Dataset: Full USPTO retrosynthesis dataset with 1.9M reactions from patents (1976-2016). Task: Predict the reactants needed to synthesize the given product. (1) Given the product [ClH:27].[ClH:27].[F:1][C:2]1[CH:7]=[C:6]([O:8][CH2:9][CH2:10][N:11]2[CH2:12][CH2:13][CH2:14][CH2:15][CH2:16]2)[CH:5]=[C:4]([F:17])[C:3]=1[N:18]1[CH2:19][CH2:20][NH:21][CH2:22][CH2:23]1, predict the reactants needed to synthesize it. The reactants are: [F:1][C:2]1[CH:7]=[C:6]([O:8][CH2:9][CH2:10][N:11]2[CH2:16][CH2:15][CH2:14][CH2:13][CH2:12]2)[CH:5]=[C:4]([F:17])[C:3]=1[N:18]1[CH2:23][CH2:22][N:21](C(=O)C)[CH2:20][CH2:19]1.[ClH:27]. (2) The reactants are: Cl.[CH:2]1[C:15]2[N:14]([CH2:16][CH2:17][NH2:18])[C:13]3[C:8](=[CH:9][CH:10]=[CH:11][CH:12]=3)[S:7][C:6]=2[CH:5]=[CH:4][CH:3]=1.C(N(CC)CC)C.[Cl:26][C:27]1[CH:32]=[CH:31][C:30]([S:33](Cl)(=[O:35])=[O:34])=[CH:29][CH:28]=1. Given the product [CH:2]1[C:15]2[N:14]([CH2:16][CH2:17][NH:18][S:33]([C:30]3[CH:31]=[CH:32][C:27]([Cl:26])=[CH:28][CH:29]=3)(=[O:35])=[O:34])[C:13]3[C:8](=[CH:9][CH:10]=[CH:11][CH:12]=3)[S:7][C:6]=2[CH:5]=[CH:4][CH:3]=1, predict the reactants needed to synthesize it. (3) Given the product [C:28]1([C:19]2[CH:20]=[CH:21][CH:22]=[CH:23][CH:24]=2)[CH:29]=[CH:30][C:31]([C:6]([N:8]2[CH2:12][C:11](=[N:13][O:14][CH3:15])[CH2:10][C@H:9]2[C:16]([NH:34][CH2:35][C:36]2([OH:42])[CH2:41][CH2:40][CH2:39][CH2:38][CH2:37]2)=[O:18])=[O:7])=[CH:32][CH:33]=1, predict the reactants needed to synthesize it. The reactants are: C(O[C:6]([N:8]1[CH2:12][C:11](=[N:13][O:14][CH3:15])[CH2:10][C@H:9]1[C:16]([OH:18])=O)=[O:7])(C)(C)C.[C:19]1([C:28]2[CH:33]=[CH:32][CH:31]=[CH:30][CH:29]=2)[CH:24]=[CH:23][C:22](C(Cl)=O)=[CH:21][CH:20]=1.[NH2:34][CH2:35][C:36]1([OH:42])[CH2:41][CH2:40][CH2:39][CH2:38][CH2:37]1. (4) Given the product [Cl:1][C:2]1[CH:3]=[C:4]([N:10]2[C:14]([CH3:15])=[C:13]([O:16][C:17]3[CH:25]=[CH:24][C:20]([C:21]([N:28]([CH3:29])[CH3:27])=[O:23])=[CH:19][CH:18]=3)[C:12]([CH3:26])=[N:11]2)[CH:5]=[CH:6][C:7]=1[C:8]#[N:9], predict the reactants needed to synthesize it. The reactants are: [Cl:1][C:2]1[CH:3]=[C:4]([N:10]2[C:14]([CH3:15])=[C:13]([O:16][C:17]3[CH:25]=[CH:24][C:20]([C:21]([OH:23])=O)=[CH:19][CH:18]=3)[C:12]([CH3:26])=[N:11]2)[CH:5]=[CH:6][C:7]=1[C:8]#[N:9].[CH3:27][NH:28][CH3:29]. (5) Given the product [CH:1]1([NH:9][C:10]2[S:11][C:14]3([CH2:19][CH2:18][CH2:17][CH2:16][CH2:15]3)[C:20](=[O:21])[N:12]=2)[CH2:8][CH2:7][CH2:6][CH2:5][CH2:4][CH2:3][CH2:2]1, predict the reactants needed to synthesize it. The reactants are: [CH:1]1([NH:9][C:10]([NH2:12])=[S:11])[CH2:8][CH2:7][CH2:6][CH2:5][CH2:4][CH2:3][CH2:2]1.Br[C:14]1([C:20](OC)=[O:21])[CH2:19][CH2:18][CH2:17][CH2:16][CH2:15]1. (6) Given the product [CH2:12]([N:9]1[CH2:10][CH2:11][C@@H:6]([C:4](=[O:5])[CH3:27])[C@H:7]([C:19]2[CH:24]=[CH:23][C:22]([Cl:25])=[CH:21][CH:20]=2)[CH2:8]1)[C:13]1[CH:18]=[CH:17][CH:16]=[CH:15][CH:14]=1, predict the reactants needed to synthesize it. The reactants are: CON(C)[C:4]([C@H:6]1[CH2:11][CH2:10][N:9]([CH2:12][C:13]2[CH:18]=[CH:17][CH:16]=[CH:15][CH:14]=2)[CH2:8][C@H:7]1[C:19]1[CH:24]=[CH:23][C:22]([Cl:25])=[CH:21][CH:20]=1)=[O:5].[CH3:27][Mg]Br.C[O-].[Na+]. (7) Given the product [Br:13][C:14]1[CH:21]=[C:20]([F:22])[C:17]([CH2:18][NH:8][C:7]2[CH:9]=[C:3]([O:2][CH3:1])[CH:4]=[CH:5][C:6]=2[N+:10]([O-:12])=[O:11])=[C:16]([F:23])[CH:15]=1, predict the reactants needed to synthesize it. The reactants are: [CH3:1][O:2][C:3]1[CH:4]=[CH:5][C:6]([N+:10]([O-:12])=[O:11])=[C:7]([CH:9]=1)[NH2:8].[Br:13][C:14]1[CH:21]=[C:20]([F:22])[C:17]([CH2:18]N)=[C:16]([F:23])[CH:15]=1.CCN(C(C)C)C(C)C. (8) Given the product [CH3:1][O:2][C:3]([CH:5]1[C:13]2[C:8](=[CH:9][CH:10]=[CH:11][CH:12]=2)[CH:7]([CH2:19][NH2:20])[CH2:6]1)=[O:4], predict the reactants needed to synthesize it. The reactants are: [CH3:1][O:2][C:3]([CH:5]1[C:13]2[C:8](=[CH:9][CH:10]=[CH:11][CH:12]=2)[C:7]([C:19]#[N:20])(O[Si](C)(C)C)[CH2:6]1)=[O:4].O.C1(C)C=CC(S(O)(=O)=O)=CC=1.[H][H]. (9) Given the product [Br:3][C:4]1[CH:5]=[C:6]2[C:7]([C:8]([NH:9][CH3:10])=[N:1][NH:2]2)=[CH:12][CH:13]=1, predict the reactants needed to synthesize it. The reactants are: [NH2:1][NH2:2].[Br:3][C:4]1[CH:13]=[CH:12][C:7]([C:8](=S)[NH:9][CH3:10])=[C:6](F)[CH:5]=1. (10) Given the product [F:1][C:2]1[CH:3]=[CH:4][C:5]([CH3:12])=[C:6]([CH2:8][CH:9]([NH:11][C:14]2[CH:19]=[CH:18][NH:17][C:16](=[O:20])[C:15]=2[C:21]2[NH:22][C:23]3=[CH:31][C:30]4[C:29](=[O:32])[N:28]([CH:33]([CH3:35])[CH3:34])[C:27](=[O:36])[C:26]=4[CH:25]=[C:24]3[N:37]=2)[CH3:10])[CH:7]=1, predict the reactants needed to synthesize it. The reactants are: [F:1][C:2]1[CH:3]=[CH:4][C:5]([CH3:12])=[C:6]([CH2:8][CH:9]([NH2:11])[CH3:10])[CH:7]=1.Cl[C:14]1[CH:19]=[CH:18][NH:17][C:16](=[O:20])[C:15]=1[C:21]1[NH:37][C:24]2=[CH:25][C:26]3[C:27](=[O:36])[N:28]([CH:33]([CH3:35])[CH3:34])[C:29](=[O:32])[C:30]=3[CH:31]=[C:23]2[N:22]=1.